Dataset: Reaction yield outcomes from USPTO patents with 853,638 reactions. Task: Predict the reaction yield, written as a fraction of the theoretical maximum amount of product (1.0 means a 100% yield; for example, 0.34 means a 34% yield). (1) The reactants are CO[C:3](=[O:13])[C:4]1[CH:9]=[CH:8][C:7]([F:10])=[CH:6][C:5]=1[CH2:11]Br.[CH2:14]([NH2:23])[C:15]1[CH:22]=[CH:21][C:18]([O:19][CH3:20])=[CH:17][CH:16]=1. The catalyst is C1COCC1. The product is [F:10][C:7]1[CH:6]=[C:5]2[C:4](=[CH:9][CH:8]=1)[C:3](=[O:13])[N:23]([CH2:14][C:15]1[CH:22]=[CH:21][C:18]([O:19][CH3:20])=[CH:17][CH:16]=1)[CH2:11]2. The yield is 0.690. (2) The reactants are [NH2:1][C:2]1[CH:7]=[CH:6][C:5]([Br:8])=[CH:4][C:3]=1[SH:9].[CH:10](=O)[C:11]1[C:12](=[CH:14][CH:15]=[CH:16][CH:17]=1)[OH:13]. The catalyst is O1CCOCC1. The product is [Br:8][C:5]1[CH:6]=[CH:7][C:2]2[N:1]=[C:10]([C:11]3[CH:17]=[CH:16][CH:15]=[CH:14][C:12]=3[OH:13])[S:9][C:3]=2[CH:4]=1. The yield is 0.883. (3) The catalyst is C(Cl)Cl. The yield is 1.00. The reactants are [Br:1][C:2]1[CH:10]=[CH:9][C:5]([CH2:6][CH2:7][OH:8])=[CH:4][CH:3]=1.C(N(CC)CC)C.[CH3:18][S:19](Cl)(=[O:21])=[O:20]. The product is [CH3:18][S:19]([O:8][CH2:7][CH2:6][C:5]1[CH:9]=[CH:10][C:2]([Br:1])=[CH:3][CH:4]=1)(=[O:21])=[O:20].